From a dataset of Catalyst prediction with 721,799 reactions and 888 catalyst types from USPTO. Predict which catalyst facilitates the given reaction. Reactant: [F:1][C:2]1[CH:10]=[CH:9][C:8]([C:11]#[C:12][C:13]2[CH:18]=[CH:17][C:16]([O:19][CH2:20][CH2:21][CH2:22][CH2:23][C:24]3[C:29]([F:30])=[C:28](F)[C:27]([F:32])=[C:26]([F:33])[C:25]=3[F:34])=[CH:15][CH:14]=2)=[C:7]2[C:3]=1[C:4]([CH2:42][CH2:43][CH2:44][C:45]([OH:47])=[O:46])=[C:5]([CH3:41])[N:6]2[CH2:35][CH2:36][CH2:37][C:38]([OH:40])=[O:39].CCCCCCC. Product: [F:1][C:2]1[CH:10]=[CH:9][C:8]([C:11]#[C:12][C:13]2[CH:18]=[CH:17][C:16]([O:19][CH2:20][CH2:21][CH2:22][CH2:23][C:24]3[C:29]([F:30])=[CH:28][C:27]([F:32])=[C:26]([F:33])[C:25]=3[F:34])=[CH:15][CH:14]=2)=[C:7]2[C:3]=1[C:4]([CH2:42][CH2:43][CH2:44][C:45]([OH:47])=[O:46])=[C:5]([CH3:41])[N:6]2[CH2:35][CH2:36][CH2:37][C:38]([OH:40])=[O:39]. The catalyst class is: 13.